Dataset: Peptide-MHC class II binding affinity with 134,281 pairs from IEDB. Task: Regression. Given a peptide amino acid sequence and an MHC pseudo amino acid sequence, predict their binding affinity value. This is MHC class II binding data. (1) The peptide sequence is RVEIQIRTILQSLWA. The MHC is DRB1_1101 with pseudo-sequence DRB1_1101. The binding affinity (normalized) is 0.363. (2) The peptide sequence is GAVDIINKWQVVAPQ. The MHC is DRB1_1001 with pseudo-sequence DRB1_1001. The binding affinity (normalized) is 0.333.